This data is from Retrosynthesis with 50K atom-mapped reactions and 10 reaction types from USPTO. The task is: Predict the reactants needed to synthesize the given product. (1) Given the product CCOC(Cc1ccc(Cc2ccccc2)c(OCCc2ccc(OS(C)(=O)=O)cc2)c1)C(=O)O, predict the reactants needed to synthesize it. The reactants are: CCOC(=O)C(Cc1ccc(Cc2ccccc2)c(OCCc2ccc(OS(C)(=O)=O)cc2)c1)OCC. (2) Given the product COc1ccc(Cl)c(CN(Cc2cccc(CN3C(C(=O)N[C@@H]4C[C@@H]5C[C@H]([C@H]4C)C5(C)C)CCS3(=O)=O)c2)[C@H](CN(C)C)CC(C)(C)C)c1F, predict the reactants needed to synthesize it. The reactants are: COc1ccc(Cl)c(CN(Cc2cccc(CN3C(C(=O)O)CCS3(=O)=O)c2)[C@H](CN(C)C)CC(C)(C)C)c1F.C[C@H]1[C@H](N)C[C@@H]2C[C@H]1C2(C)C. (3) Given the product Cc1ccc(C#Cc2ccc(S(=O)(=O)N[C@H](CC(=O)OCc3ccccc3)C[N+](C)(C)C)s2)cc1, predict the reactants needed to synthesize it. The reactants are: CI.Cc1ccc(C#Cc2ccc(S(=O)(=O)N[C@H](CC(=O)OCc3ccccc3)CN(C)C)s2)cc1. (4) Given the product CCn1cc2c(Oc3ccc(S(C)(=O)=O)cc3)cc(C(=O)Nc3cnn(C)n3)cc2n1, predict the reactants needed to synthesize it. The reactants are: CCn1cc2c(Oc3ccc(S(C)(=O)=O)cc3)cc(C(=O)OC)cc2n1.Cn1ncc(N)n1. (5) Given the product CCCCCN(Cc1ccc(-c2ccccc2-c2nnnn2C(c2ccccc2)(c2ccccc2)c2ccccc2)cc1)C(=O)N1CCCc2ccccc21, predict the reactants needed to synthesize it. The reactants are: CCCCCNCc1ccc(-c2ccccc2-c2nnnn2C(c2ccccc2)(c2ccccc2)c2ccccc2)cc1.O=C(Cl)N1CCCc2ccccc21. (6) Given the product NC1CCN(C[C@@H]2CCCN3CCCC[C@H]23)CC1, predict the reactants needed to synthesize it. The reactants are: CC(C)(C)OC(=O)NC1CCN(C[C@@H]2CCCN3CCCC[C@H]23)CC1. (7) The reactants are: COC(=O)c1c(Cl)c2c(F)cccc2n1-c1ccc(CNC(=O)OC(C)(C)C)cc1. Given the product COC(=O)c1c(Cl)c2c(F)cccc2n1-c1ccc(CN)cc1, predict the reactants needed to synthesize it. (8) Given the product CCCCNCc1ccc(OCC(=O)OCC)c(CC)c1, predict the reactants needed to synthesize it. The reactants are: CCCCN.CCOC(=O)COc1ccc(C=O)cc1CC. (9) Given the product COc1ccccc1CC(C)C, predict the reactants needed to synthesize it. The reactants are: COc1ccccc1C=C(C)C. (10) Given the product Cc1cc2c(cc1-n1cccc1)OCC2C, predict the reactants needed to synthesize it. The reactants are: Cc1cc2c(C)coc2cc1-n1cccc1.